This data is from Catalyst prediction with 721,799 reactions and 888 catalyst types from USPTO. The task is: Predict which catalyst facilitates the given reaction. (1) Reactant: [CH:1]1([CH2:4][OH:5])[CH2:3][CH2:2]1.CC(C)([O-])C.[K+].[Cl:12][C:13]1[CH:14]=[C:15]([NH:20][C:21]2[C:30]3[C:25](=[CH:26][C:27](F)=[C:28]([N+:31]([O-:33])=[O:32])[CH:29]=3)[N:24]=[CH:23][N:22]=2)[CH:16]=[CH:17][C:18]=1[F:19].Cl. Product: [Cl:12][C:13]1[CH:14]=[C:15]([NH:20][C:21]2[C:30]3[C:25](=[CH:26][C:27]([O:5][CH2:4][CH:1]4[CH2:3][CH2:2]4)=[C:28]([N+:31]([O-:33])=[O:32])[CH:29]=3)[N:24]=[CH:23][N:22]=2)[CH:16]=[CH:17][C:18]=1[F:19]. The catalyst class is: 35. (2) Reactant: B.C1COCC1.[Cl:7][C:8]1[CH:18]=[CH:17][C:16]([N+:19]([O-:21])=[O:20])=[CH:15][C:9]=1[C:10]([N:12]([CH3:14])[CH3:13])=O. Product: [Cl:7][C:8]1[CH:18]=[CH:17][C:16]([N+:19]([O-:21])=[O:20])=[CH:15][C:9]=1[CH2:10][N:12]([CH3:14])[CH3:13]. The catalyst class is: 6. (3) Reactant: [CH3:1][C:2]1([N:5]2[CH2:10][CH2:9][NH:8][CH2:7][CH2:6]2)[CH2:4][CH2:3]1.CCN(CC)CC.[F:18][C:19]([F:31])([F:30])[C:20]1[CH:25]=[CH:24][CH:23]=[CH:22][C:21]=1[S:26](Cl)(=[O:28])=[O:27]. Product: [CH3:1][C:2]1([N:5]2[CH2:10][CH2:9][N:8]([S:26]([C:21]3[CH:22]=[CH:23][CH:24]=[CH:25][C:20]=3[C:19]([F:18])([F:30])[F:31])(=[O:28])=[O:27])[CH2:7][CH2:6]2)[CH2:4][CH2:3]1. The catalyst class is: 4. (4) Reactant: [CH:1]1([C:4]2[CH:8]=[C:7]([CH:9]3[CH2:11][CH2:10]3)[N:6]([C:12]3[N:17]=[CH:16][C:15]([NH:18][C:19](=[O:31])[CH2:20][C:21]4[CH:22]=[C:23]5[C:28](=[CH:29][CH:30]=4)[N:27]=[CH:26][CH:25]=[CH:24]5)=[CH:14][CH:13]=3)[N:5]=2)[CH2:3][CH2:2]1.[ClH:32]. Product: [ClH:32].[ClH:32].[CH:1]1([C:4]2[CH:8]=[C:7]([CH:9]3[CH2:10][CH2:11]3)[N:6]([C:12]3[N:17]=[CH:16][C:15]([NH:18][C:19](=[O:31])[CH2:20][C:21]4[CH:22]=[C:23]5[C:28](=[CH:29][CH:30]=4)[N:27]=[CH:26][CH:25]=[CH:24]5)=[CH:14][CH:13]=3)[N:5]=2)[CH2:3][CH2:2]1. The catalyst class is: 165. (5) Reactant: CCN(C(C)C)C(C)C.F[P-](F)(F)(F)(F)F.N1(O[P+](N2CCCC2)(N2CCCC2)N2CCCC2)C2C=CC=CC=2N=N1.[NH2:43][C:44]1[CH:49]=[CH:48][CH:47]=[CH:46][C:45]=1[S:50][C:51]([CH3:68])([CH3:67])[C@H:52]([NH:56][C:57]([O:59][CH2:60][C:61]1[CH:66]=[CH:65][CH:64]=[CH:63][CH:62]=1)=[O:58])[C:53](O)=[O:54].[NH4+].[Cl-]. Product: [CH3:67][C:51]1([CH3:68])[S:50][C:45]2[CH:46]=[CH:47][CH:48]=[CH:49][C:44]=2[NH:43][C:53](=[O:54])[C@H:52]1[NH:56][C:57](=[O:58])[O:59][CH2:60][C:61]1[CH:66]=[CH:65][CH:64]=[CH:63][CH:62]=1. The catalyst class is: 3.